From a dataset of Forward reaction prediction with 1.9M reactions from USPTO patents (1976-2016). Predict the product of the given reaction. (1) Given the reactants [CH3:1][NH:2][CH3:3].[BH3-]C#N.[Na+].[CH3:8][N:9]1[CH:13]=[CH:12][C:11]([NH:14][C:15]([C:17]2[CH:27]=[C:26]([O:28][C:29]3[CH:34]=[CH:33][C:32]([CH:35]=[O:36])=[CH:31][C:30]=3[F:37])[C:20]3[CH2:21][C:22]([CH3:25])([CH3:24])[O:23][C:19]=3[CH:18]=2)=[O:16])=[N:10]1, predict the reaction product. The product is: [CH3:8][N:9]1[CH:13]=[CH:12][C:11]([NH:14][C:15]([C:17]2[CH:27]=[C:26]([O:28][C:29]3[CH:34]=[CH:33][C:32]([CH2:35][N:2]([CH3:3])[CH3:1])=[CH:31][C:30]=3[F:37])[C:20]3[CH2:21][C:22]([CH3:24])([CH3:25])[O:23][C:19]=3[CH:18]=2)=[O:16])=[N:10]1.[CH3:8][N:9]1[CH:13]=[CH:12][C:11]([NH:14][C:15]([C:17]2[CH:27]=[C:26]([O:28][C:29]3[CH:34]=[CH:33][C:32]([CH2:35][OH:36])=[CH:31][C:30]=3[F:37])[C:20]3[CH2:21][C:22]([CH3:25])([CH3:24])[O:23][C:19]=3[CH:18]=2)=[O:16])=[N:10]1. (2) Given the reactants [CH3:1][S:2]([OH:5])(=[O:4])=[O:3].O.[C:7]1([CH3:17])[CH:12]=[CH:11][C:10]([S:13]([OH:16])(=[O:15])=[O:14])=[CH:9][CH:8]=1.O, predict the reaction product. The product is: [S:13]([C:10]1[CH:11]=[CH:12][C:7]([CH3:17])=[CH:8][CH:9]=1)([O-:16])(=[O:15])=[O:14].[CH3:1][S:2]([OH:5])(=[O:4])=[O:3]. (3) Given the reactants [H-].[Na+].[F:3][C:4]1[CH:9]=[CH:8][CH:7]=[CH:6][C:5]=1[OH:10].Cl[C:12]1[N:13]=[CH:14][C:15]2[N:20]=[C:19]([C:21]3[CH:26]=[C:25]([CH3:27])[C:24]([OH:28])=[C:23]([CH3:29])[CH:22]=3)[O:18][C:16]=2[N:17]=1.C(O)(=O)CC(CC(O)=O)(C(O)=O)O, predict the reaction product. The product is: [F:3][C:4]1[CH:9]=[CH:8][CH:7]=[CH:6][C:5]=1[O:10][C:12]1[N:13]=[CH:14][C:15]2[N:20]=[C:19]([C:21]3[CH:22]=[C:23]([CH3:29])[C:24]([OH:28])=[C:25]([CH3:27])[CH:26]=3)[O:18][C:16]=2[N:17]=1. (4) The product is: [Cl:33][C:18]1[CH:17]=[C:16]([NH:15][C:13]2[C:14]3[N:6]([CH2:5][CH2:4][NH:3][C:37](=[O:38])[CH2:36][C:35]([OH:34])([CH3:41])[CH3:40])[CH:7]=[CH:8][C:9]=3[N:10]=[CH:11][N:12]=2)[CH:21]=[CH:20][C:19]=1[O:22][C:23]1[CH:31]=[CH:30][C:29]([Cl:32])=[C:28]2[C:24]=1[CH:25]=[N:26][NH:27]2. Given the reactants Cl.Cl.[NH2:3][CH2:4][CH2:5][N:6]1[C:14]2[C:13]([NH:15][C:16]3[CH:21]=[CH:20][C:19]([O:22][C:23]4[CH:31]=[CH:30][C:29]([Cl:32])=[C:28]5[C:24]=4[CH:25]=[N:26][NH:27]5)=[C:18]([Cl:33])[CH:17]=3)=[N:12][CH:11]=[N:10][C:9]=2[CH:8]=[CH:7]1.[OH:34][C:35]([CH3:41])([CH3:40])[CH2:36][C:37](O)=[O:38].ON1C2C=CC=CC=2N=N1.Cl.C(N=C=NCCCN(C)C)C, predict the reaction product. (5) Given the reactants [F:1][C:2]([F:12])([F:11])[C:3]1[CH:4]=[C:5]([CH:7]=[CH:8][C:9]=1[Cl:10])[NH2:6].N1C=CC=CC=1.[Cl:19][C:20]([Cl:25])([Cl:24])[C:21](Cl)=[O:22], predict the reaction product. The product is: [Cl:19][C:20]([Cl:25])([Cl:24])[C:21]([NH:6][C:5]1[CH:7]=[CH:8][C:9]([Cl:10])=[C:3]([C:2]([F:1])([F:11])[F:12])[CH:4]=1)=[O:22]. (6) Given the reactants [CH:1]([C:3]1[CH:11]=[CH:10][C:6]([C:7]([OH:9])=[O:8])=[CH:5][CH:4]=1)=O.[F:12][C:13]1[CH:19]=[CH:18][CH:17]=[CH:16][C:14]=1[NH2:15].[B][B][B][B][B][B][B][B][B][B], predict the reaction product. The product is: [F:12][C:13]1[CH:19]=[CH:18][CH:17]=[CH:16][C:14]=1[NH:15][CH2:1][C:3]1[CH:11]=[CH:10][C:6]([C:7]([OH:9])=[O:8])=[CH:5][CH:4]=1. (7) Given the reactants C(OC([N:8]([C:36]1[CH:41]=[C:40]([O:42][CH3:43])[CH:39]=[CH:38][N:37]=1)[CH2:9][CH2:10][CH2:11][O:12][C:13]1[CH:35]=[CH:34][C:16]([CH2:17][C@@H:18]([C:30]([O:32]C)=[O:31])[NH:19][C:20]([C:22]2[C:27]([Cl:28])=[CH:26][CH:25]=[CH:24][C:23]=2[Cl:29])=[O:21])=[CH:15][CH:14]=1)=O)(C)(C)C.C(O)(C(F)(F)F)=O.N, predict the reaction product. The product is: [Cl:29][C:23]1[CH:24]=[CH:25][CH:26]=[C:27]([Cl:28])[C:22]=1[C:20]([NH:19][C@H:18]([C:30]([OH:32])=[O:31])[CH2:17][C:16]1[CH:34]=[CH:35][C:13]([O:12][CH2:11][CH2:10][CH2:9][NH:8][C:36]2[CH:41]=[C:40]([O:42][CH3:43])[CH:39]=[CH:38][N:37]=2)=[CH:14][CH:15]=1)=[O:21]. (8) Given the reactants [Li][CH2:2][CH2:3][CH2:4][CH3:5].[CH3:6][N:7]([CH2:9][CH2:10][N:11]([CH3:13])[CH3:12])[CH3:8], predict the reaction product. The product is: [CH3:6][N:7]([CH2:9][CH2:10][N:11]([CH3:13])[CH3:12])[CH3:8].[CH3:2][CH2:3][CH2:4][CH3:5]. (9) Given the reactants Br[C:2]1[N:6]2[C:7](=[O:22])[CH:8]=[C:9]([CH2:11][C:12]3[CH:17]=[CH:16][CH:15]=[C:14]([C:18]([F:21])([F:20])[F:19])[CH:13]=3)[N:10]=[C:5]2[S:4][C:3]=1[CH3:23].[N:24]1[CH:29]=[C:28](B(O)O)[CH:27]=[N:26][CH:25]=1.P([O-])([O-])([O-])=O.[K+].[K+].[K+].O, predict the reaction product. The product is: [CH3:23][C:3]1[S:4][C:5]2=[N:10][C:9]([CH2:11][C:12]3[CH:17]=[CH:16][CH:15]=[C:14]([C:18]([F:21])([F:20])[F:19])[CH:13]=3)=[CH:8][C:7](=[O:22])[N:6]2[C:2]=1[C:28]1[CH:29]=[N:24][CH:25]=[N:26][CH:27]=1. (10) Given the reactants [CH2:1]([O:8][C:9]([N:11]1[CH2:16][CH2:15][N:14]([C:17]([O:19][C:20]([CH3:23])([CH3:22])[CH3:21])=[O:18])[C@@H:13]([C:24]([O:26]CC)=[O:25])[CH2:12]1)=[O:10])[C:2]1[CH:7]=[CH:6][CH:5]=[CH:4][CH:3]=1.[OH-].[Na+], predict the reaction product. The product is: [CH2:1]([O:8][C:9]([N:11]1[CH2:16][CH2:15][N:14]([C:17]([O:19][C:20]([CH3:22])([CH3:23])[CH3:21])=[O:18])[C@@H:13]([C:24]([OH:26])=[O:25])[CH2:12]1)=[O:10])[C:2]1[CH:3]=[CH:4][CH:5]=[CH:6][CH:7]=1.